From a dataset of Forward reaction prediction with 1.9M reactions from USPTO patents (1976-2016). Predict the product of the given reaction. (1) Given the reactants [CH2:1]([N:3]1[CH2:8][CH2:7][N:6]([C:9]2[C:18]3[C:13](=[CH:14][CH:15]=[CH:16][CH:17]=3)[CH:12]=[C:11]([C:19]3[CH:24]=[CH:23][C:22]([CH2:25][C:26]([C:29]([O:31]C)=[O:30])([CH3:28])[CH3:27])=[CH:21][CH:20]=3)[N:10]=2)[CH2:5][CH2:4]1)[CH3:2].[H-].[Al+3].[Li+].[H-].[H-].[H-].[Cl-].[Na+].[OH2:41].[O:42]1CCCC1, predict the reaction product. The product is: [C:29]([OH:31])(=[O:30])[C:26]([OH:42])=[O:41].[CH2:1]([N:3]1[CH2:4][CH2:5][N:6]([C:9]2[C:18]3[C:13](=[CH:14][CH:15]=[CH:16][CH:17]=3)[CH:12]=[C:11]([C:19]3[CH:20]=[CH:21][C:22]([CH2:25][C:26]([CH3:27])([CH3:28])[CH2:29][OH:30])=[CH:23][CH:24]=3)[N:10]=2)[CH2:7][CH2:8]1)[CH3:2]. (2) Given the reactants [CH3:1][O:2][C:3]1[C:4]([CH2:14]OC)=[C:5](B(O)O)[CH:6]=[CH:7][C:8]=1[O:9][CH3:10].[C:17](=[O:20])([O-])[O-].[Cs+].[Cs+].BrC1[CH:25]=[C:26]2[C:30](=[CH:31][CH:32]=1)[C:29](=[O:33])[O:28][CH2:27]2.CN(C)[CH:36]=[O:37], predict the reaction product. The product is: [CH3:10][O:9][C:8]1[C:3]([O:2][CH2:1][O:20][CH3:17])=[C:4]([C:14]2[CH:25]=[C:26]3[C:30](=[CH:31][CH:32]=2)[C:29](=[O:33])[O:28][CH2:27]3)[CH:5]=[CH:6][C:7]=1[O:37][CH3:36]. (3) Given the reactants [Cl-].[Cl-].[NH3+:3][CH2:4][C:5]([C:7]1[CH:12]=[CH:11][NH+:10]=[CH:9][CH:8]=1)=[O:6].CO[C:15]1([C:22](OC)=O)[CH2:19][CH2:18][CH:17]([O:20][CH3:21])[O:16]1.C([O-])(=O)C.[Na+].C([O-])(O)=O.[Na+], predict the reaction product. The product is: [O:6]=[C:5]([C:7]1[CH:12]=[CH:11][N:10]=[CH:9][CH:8]=1)[CH2:4][N:3]1[CH:22]=[CH:15][CH:19]=[C:18]1[C:17]([O:20][CH3:21])=[O:16]. (4) Given the reactants [NH2:1][C:2]1[C:7]([Br:8])=[CH:6][N:5]=[C:4]([N:9]2[CH2:14][CH2:13][N:12]([C:15]([O:17][C:18]([CH3:21])([CH3:20])[CH3:19])=[O:16])[CH2:11][CH2:10]2)[N:3]=1.CO[CH:24](OC)[N:25]([CH3:27])[CH3:26], predict the reaction product. The product is: [Br:8][C:7]1[C:2]([N:1]=[CH:24][N:25]([CH3:27])[CH3:26])=[N:3][C:4]([N:9]2[CH2:10][CH2:11][N:12]([C:15]([O:17][C:18]([CH3:21])([CH3:20])[CH3:19])=[O:16])[CH2:13][CH2:14]2)=[N:5][CH:6]=1. (5) Given the reactants [C:1]([O:5][C:6]([N:8]1[CH2:13][CH2:12][C@H:11]([CH2:14][O:15]C(=O)C)[C@H:10]([O:19][CH2:20][O:21][CH3:22])[CH2:9]1)=[O:7])([CH3:4])([CH3:3])[CH3:2].[OH-].[Na+], predict the reaction product. The product is: [C:1]([O:5][C:6]([N:8]1[CH2:13][CH2:12][C@H:11]([CH2:14][OH:15])[C@H:10]([O:19][CH2:20][O:21][CH3:22])[CH2:9]1)=[O:7])([CH3:4])([CH3:3])[CH3:2]. (6) Given the reactants [CH2:1]([C:9]1[CH:14]=[CH:13][C:12]([CH2:15][OH:16])=[CH:11][CH:10]=1)[CH2:2][C:3]1[CH:8]=[CH:7][CH:6]=[CH:5][CH:4]=1.C1(P(C2C=CC=CC=2)C2C=CC=CC=2)C=CC=CC=1.CCOC(/N=N/C(OCC)=O)=O.[C:48]([O:52][C:53]([N:55]1[C:63]2[C:58](=[CH:59][C:60](O)=[CH:61][CH:62]=2)[CH2:57][CH2:56]1)=[O:54])([CH3:51])([CH3:50])[CH3:49], predict the reaction product. The product is: [C:48]([O:52][C:53]([N:55]1[C:63]2[C:58](=[CH:59][C:60]([O:16][CH2:15][C:12]3[CH:11]=[CH:10][C:9]([CH2:1][CH2:2][C:3]4[CH:4]=[CH:5][CH:6]=[CH:7][CH:8]=4)=[CH:14][CH:13]=3)=[CH:61][CH:62]=2)[CH2:57][CH2:56]1)=[O:54])([CH3:51])([CH3:49])[CH3:50].